From a dataset of Forward reaction prediction with 1.9M reactions from USPTO patents (1976-2016). Predict the product of the given reaction. (1) The product is: [Br:1][C:2]1[CH:7]=[CH:6][C:5]([O:8][C:14]2[CH:19]=[CH:18][CH:17]=[CH:16][CH:15]=2)=[CH:4][C:3]=1[O:9][C:10]([F:12])([F:11])[F:13]. Given the reactants [Br:1][C:2]1[CH:7]=[CH:6][C:5]([OH:8])=[CH:4][C:3]=1[O:9][C:10]([F:13])([F:12])[F:11].[C:14]1(B(O)O)[CH:19]=[CH:18][CH:17]=[CH:16][CH:15]=1, predict the reaction product. (2) Given the reactants [CH3:1][O:2][C:3](=[O:33])[CH:4]([C:9]1[CH:10]=[C:11]([C:23]2[CH:28]=[CH:27][C:26]([C:29]([F:32])([F:31])[F:30])=[CH:25][CH:24]=2)[CH:12]=[C:13](OS(C(F)(F)F)(=O)=O)[CH:14]=1)[CH2:5][CH:6]([CH3:8])[CH3:7].[F:34][C:35]1[CH:36]=[C:37]([CH:40]=[C:41](B2OC(C)(C)C(C)(C)O2)[CH:42]=1)[C:38]#[N:39], predict the reaction product. The product is: [CH3:1][O:2][C:3](=[O:33])[CH:4]([C:9]1[CH:10]=[C:11]([C:23]2[CH:28]=[CH:27][C:26]([C:29]([F:31])([F:32])[F:30])=[CH:25][CH:24]=2)[CH:12]=[C:13]([C:41]2[CH:40]=[C:37]([C:38]#[N:39])[CH:36]=[C:35]([F:34])[CH:42]=2)[CH:14]=1)[CH2:5][CH:6]([CH3:7])[CH3:8]. (3) Given the reactants [Cl:1][C:2]1[CH:3]=[C:4]([CH:19]=[CH:20][C:21]=1[C:22](O)=[O:23])[C:5]([NH:7][CH2:8][C:9]1[NH:13][C:12]2[CH:14]=[CH:15][C:16]([Cl:18])=[CH:17][C:11]=2[N:10]=1)=[O:6].[CH2:25]([NH:29][CH3:30])[CH:26]([CH3:28])[CH3:27].CN(C(ON1N=NC2C=CC=CC1=2)=[N+](C)C)C.[B-](F)(F)(F)F.C(N(CC)CC)C, predict the reaction product. The product is: [Cl:1][C:2]1[CH:3]=[C:4]([CH:19]=[CH:20][C:21]=1[C:22]([N:29]([CH2:25][CH:26]([CH3:28])[CH3:27])[CH3:30])=[O:23])[C:5]([NH:7][CH2:8][C:9]1[NH:13][C:12]2[CH:14]=[CH:15][C:16]([Cl:18])=[CH:17][C:11]=2[N:10]=1)=[O:6]. (4) The product is: [ClH:20].[NH2:12][CH2:11][C@@:4]1([CH:1]2[CH2:2][CH2:3]2)[NH:5][C:6](=[O:10])[NH:7][C:8]1=[O:9]. Given the reactants [CH:1]1([C@@:4]2([CH2:11][NH:12]C(=O)OC(C)(C)C)[C:8](=[O:9])[NH:7][C:6](=[O:10])[NH:5]2)[CH2:3][CH2:2]1.[ClH:20], predict the reaction product.